This data is from Reaction yield outcomes from USPTO patents with 853,638 reactions. The task is: Predict the reaction yield, written as a fraction of the theoretical maximum amount of product (1.0 means a 100% yield; for example, 0.34 means a 34% yield). (1) The product is [NH2:1][C:2]1[NH:3][C:4](=[O:20])[C:5]2[N:6]([CH2:21][C:22]3[CH:27]=[CH:26][CH:25]=[CH:24][CH:23]=3)[CH:7]=[N:8][C:9]=2[N:10]=1. The reactants are [NH2:1][C:2]1[NH:3][C:4](=[O:20])[C:5]2[N:6]=[CH:7][N:8]([C@H]3C[C@@H](CO)[C@H](O)[C@@H]3O)[C:9]=2[N:10]=1.[CH2:21](Br)[C:22]1[CH:27]=[CH:26][CH:25]=[CH:24][CH:23]=1.Cl.[OH-].[Na+]. The yield is 0.933. The catalyst is CS(C)=O.CO. (2) The reactants are FC(F)(F)S(O[C:7]1[C:8]([CH3:32])([CH3:31])[NH:9][C:10](=[O:30])[C:11]=1[C:12]1[CH:17]=[CH:16][C:15]([O:18][CH2:19]C2C=CC3C(=CC=CC=3)N=2)=[CH:14][CH:13]=1)(=O)=O.[N:35]1[CH:40]=[CH:39][C:38](B(O)O)=[CH:37][CH:36]=1.C([O-])([O-])=O.[Na+].[Na+]. The catalyst is O1CCOCC1.O.C1C=CC([P]([Pd]([P](C2C=CC=CC=2)(C2C=CC=CC=2)C2C=CC=CC=2)([P](C2C=CC=CC=2)(C2C=CC=CC=2)C2C=CC=CC=2)[P](C2C=CC=CC=2)(C2C=CC=CC=2)C2C=CC=CC=2)(C2C=CC=CC=2)C2C=CC=CC=2)=CC=1. The product is [CH3:32][C:8]1([CH3:31])[NH:9][C:10](=[O:30])[C:11]([C:12]2[CH:13]=[CH:14][C:15]([O:18][CH2:19][C:36]3[CH:37]=[CH:38][C:39]4[C:40](=[CH:8][CH:7]=[CH:11][CH:10]=4)[N:35]=3)=[CH:16][CH:17]=2)=[C:7]1[C:38]1[CH:39]=[CH:40][N:35]=[CH:36][CH:37]=1. The yield is 0.150. (3) The reactants are [N:1]1([C:6]2[CH:13]=[CH:12][C:9]([C:10]#[N:11])=[CH:8][CH:7]=2)[CH:5]=[CH:4][N:3]=[N:2]1.[Li]C(C)(C)C.[Sn:19](Cl)([CH2:28][CH2:29][CH2:30][CH3:31])([CH2:24][CH2:25][CH2:26][CH3:27])[CH2:20][CH2:21][CH2:22][CH3:23]. The catalyst is C1COCC1. The product is [CH2:28]([Sn:19]([CH2:20][CH2:21][CH2:22][CH3:23])([CH2:24][CH2:25][CH2:26][CH3:27])[C:5]1[N:1]([C:6]2[CH:7]=[CH:8][C:9]([C:10]#[N:11])=[CH:12][CH:13]=2)[N:2]=[N:3][CH:4]=1)[CH2:29][CH2:30][CH3:31]. The yield is 0.430. (4) The reactants are N#N.Br[C:4]1[CH:9]=[C:8]([S:10]([CH2:13][CH3:14])(=[O:12])=[O:11])[CH:7]=[CH:6][C:5]=1[O:15][CH3:16].[CH3:17][N:18]1[CH:27]=[C:26](B2OC(C)(C)C(C)(C)O2)[C:25]2[C:20](=[CH:21][CH:22]=[C:23]([C:37]3[CH:38]=[N:39][N:40]([CH3:42])[CH:41]=3)[CH:24]=2)[C:19]1=[O:43].[O-]P([O-])([O-])=O.[K+].[K+].[K+]. The catalyst is O1CCOCC1.O.C1C=CC(P(C2C=CC=CC=2)[C-]2C=CC=C2)=CC=1.C1C=CC(P(C2C=CC=CC=2)[C-]2C=CC=C2)=CC=1.Cl[Pd]Cl.[Fe+2]. The product is [CH2:13]([S:10]([C:8]1[CH:7]=[CH:6][C:5]([O:15][CH3:16])=[C:4]([C:26]2[C:25]3[C:20](=[CH:21][CH:22]=[C:23]([C:37]4[CH:38]=[N:39][N:40]([CH3:42])[CH:41]=4)[CH:24]=3)[C:19](=[O:43])[N:18]([CH3:17])[CH:27]=2)[CH:9]=1)(=[O:12])=[O:11])[CH3:14]. The yield is 0.557. (5) The reactants are [F:1][C:2]([F:30])([F:29])[O:3][C:4]1[CH:9]=[CH:8][C:7]([N:10]2[CH:14]=[N:13][C:12]([C:15]3[CH:20]=[CH:19][C:18]([CH:21]([CH3:28])[CH2:22]C(N=[N+]=[N-])=O)=[CH:17][CH:16]=3)=[N:11]2)=[CH:6][CH:5]=1.[CH:31]([C:34]1[CH:39]=[CH:38][C:37]([CH3:40])=[CH:36][C:35]=1[NH:41][C:42]([NH2:44])=[S:43])([CH3:33])[CH3:32].[C:45](=[O:48])([O-])[O-].[Cs+].[Cs+].[C:51]([O-:54])(=O)[CH3:52].[Na+].BrCC(OC)=O.C(#[N:64])C. The catalyst is C(OCC)(=O)C.C(O)C. The product is [CH:31]([C:34]1[CH:39]=[CH:38][C:37]([CH3:40])=[CH:36][C:35]=1[N:41]1[C:51](=[O:54])[CH2:52][S:43]/[C:42]/1=[N:44]\[C:45]([NH:64][CH2:22][CH:21]([C:18]1[CH:19]=[CH:20][C:15]([C:12]2[N:13]=[CH:14][N:10]([C:7]3[CH:8]=[CH:9][C:4]([O:3][C:2]([F:29])([F:1])[F:30])=[CH:5][CH:6]=3)[N:11]=2)=[CH:16][CH:17]=1)[CH3:28])=[O:48])([CH3:33])[CH3:32]. The yield is 0.350.